This data is from Full USPTO retrosynthesis dataset with 1.9M reactions from patents (1976-2016). The task is: Predict the reactants needed to synthesize the given product. (1) Given the product [Cl:15][C:5]1[C:4]2[C:3]([CH3:12])=[C:2]([CH3:1])[NH:10][C:9]=2[CH:8]=[CH:7][N:6]=1, predict the reactants needed to synthesize it. The reactants are: [CH3:1][C:2]1[NH:10][C:9]2[CH:8]=[CH:7][NH:6][C:5](=O)[C:4]=2[C:3]=1[CH3:12].P(Cl)(Cl)([Cl:15])=O. (2) Given the product [F:1][C:2]1[CH:7]=[CH:6][CH:5]=[CH:4][C:3]=1[N:8]1[C:12]([C:13]2[CH:14]=[CH:15][N:16]=[CH:17][CH:18]=2)=[C:11]([C:19]2[O:23][N:22]=[C:21]([C:24]3[CH:25]=[CH:26][C:27]([CH2:28][N:32]4[CH2:36][CH2:35][CH:34]([OH:37])[CH2:33]4)=[CH:30][CH:31]=3)[N:20]=2)[N:10]=[N:9]1, predict the reactants needed to synthesize it. The reactants are: [F:1][C:2]1[CH:7]=[CH:6][CH:5]=[CH:4][C:3]=1[N:8]1[C:12]([C:13]2[CH:18]=[CH:17][N:16]=[CH:15][CH:14]=2)=[C:11]([C:19]2[O:23][N:22]=[C:21]([C:24]3[CH:31]=[CH:30][C:27]([CH:28]=O)=[CH:26][CH:25]=3)[N:20]=2)[N:10]=[N:9]1.[NH:32]1[CH2:36][CH2:35][CH:34]([OH:37])[CH2:33]1.